This data is from Forward reaction prediction with 1.9M reactions from USPTO patents (1976-2016). The task is: Predict the product of the given reaction. (1) Given the reactants [Cl:1][C:2]1[C:3]([N:13]2[CH2:18][CH2:17][NH:16][CH2:15][CH2:14]2)=[N:4][CH:5]=[C:6]([CH:12]=1)[C:7]([O:9][CH2:10][CH3:11])=[O:8].[N:19]([C:22]1[CH:27]=[CH:26][CH:25]=[CH:24][C:23]=1[O:28][CH3:29])=[C:20]=[O:21], predict the reaction product. The product is: [Cl:1][C:2]1[C:3]([N:13]2[CH2:18][CH2:17][N:16]([C:20]([NH:19][C:22]3[CH:27]=[CH:26][CH:25]=[CH:24][C:23]=3[O:28][CH3:29])=[O:21])[CH2:15][CH2:14]2)=[N:4][CH:5]=[C:6]([CH:12]=1)[C:7]([O:9][CH2:10][CH3:11])=[O:8]. (2) Given the reactants [NH2:1][C:2]([C:4]12[N:10]([C:11]([O:13][CH2:14][C:15]3[CH:20]=[CH:19][CH:18]=[CH:17][CH:16]=3)=[O:12])[CH:7]([CH2:8][CH2:9]1)[CH2:6][CH2:5]2)=O.CCN(CC)CC.FC(F)(F)C(OC(=O)C(F)(F)F)=O, predict the reaction product. The product is: [C:2]([C:4]12[N:10]([C:11]([O:13][CH2:14][C:15]3[CH:16]=[CH:17][CH:18]=[CH:19][CH:20]=3)=[O:12])[CH:7]([CH2:8][CH2:9]1)[CH2:6][CH2:5]2)#[N:1]. (3) Given the reactants CN(C)C=[CH:4][C:5]1[CH:10]=[CH:9][N:8]([C:11]2[CH:15]=[CH:14][O:13][CH:12]=2)[C:7](=[O:16])[CH:6]=1.I([O-])(=O)(=O)=[O:19].[Na+], predict the reaction product. The product is: [O:13]1[CH:14]=[CH:15][C:11]([N:8]2[CH:9]=[CH:10][C:5]([CH:4]=[O:19])=[CH:6][C:7]2=[O:16])=[CH:12]1. (4) Given the reactants [CH3:1][O:2][C:3](=[O:23])[CH2:4][C:5]1[C:14]([CH3:15])=[C:13]([CH:16]2[CH2:21][CH2:20][NH:19][CH2:18][CH2:17]2)[C:12]2[C:7](=[CH:8][CH:9]=[C:10]([F:22])[CH:11]=2)[CH:6]=1.[Cl:24][C:25]1[CH:30]=[C:29]([Cl:31])[CH:28]=[CH:27][C:26]=1[S:32](Cl)(=[O:34])=[O:33].C(N(CC)C(C)C)(C)C, predict the reaction product. The product is: [CH3:1][O:2][C:3](=[O:23])[CH2:4][C:5]1[C:14]([CH3:15])=[C:13]([CH:16]2[CH2:17][CH2:18][N:19]([S:32]([C:26]3[CH:27]=[CH:28][C:29]([Cl:31])=[CH:30][C:25]=3[Cl:24])(=[O:34])=[O:33])[CH2:20][CH2:21]2)[C:12]2[C:7](=[CH:8][CH:9]=[C:10]([F:22])[CH:11]=2)[CH:6]=1. (5) Given the reactants [CH3:1][NH:2][C:3]([C:5]1[C:13]2[C:8](=[CH:9][CH:10]=[C:11]([NH:14][C:15]([CH:17]3[CH2:21][CH2:20][N:19]([CH2:22][C:23]([OH:25])=O)[CH2:18]3)=[O:16])[CH:12]=2)[NH:7][N:6]=1)=[O:4].CNC(C1C2C(=CC=C(N)C=2)NN=1)=O.C1C=CC2N(O)N=NC=2C=1.CCN=C=NCCCN(C)C.Cl.[N:62]1([C:68]2[S:69][C:70]([C:73]3[N:78]=[CH:77][CH:76]=[CH:75][N:74]=3)=[CH:71][N:72]=2)[CH2:67][CH2:66][NH:65][CH2:64][CH2:63]1.CCN(C(C)C)C(C)C, predict the reaction product. The product is: [CH3:1][NH:2][C:3]([C:5]1[C:13]2[C:8](=[CH:9][CH:10]=[C:11]([NH:14][C:15]([CH:17]3[CH2:21][CH2:20][N:19]([CH2:22][C:23](=[O:25])[N:65]4[CH2:66][CH2:67][N:62]([C:68]5[S:69][C:70]([C:73]6[N:78]=[CH:77][CH:76]=[CH:75][N:74]=6)=[CH:71][N:72]=5)[CH2:63][CH2:64]4)[CH2:18]3)=[O:16])[CH:12]=2)[NH:7][N:6]=1)=[O:4]. (6) The product is: [Cl:1][C:2]1[N:3]=[C:4]([N:11]2[CH2:16][CH2:15][O:14][CH2:13][CH2:12]2)[C:5]2[CH:10]=[C:9]([C:22]([OH:24])=[O:23])[S:8][C:6]=2[N:7]=1. Given the reactants [Cl:1][C:2]1[N:3]=[C:4]([N:11]2[CH2:16][CH2:15][O:14][CH2:13][CH2:12]2)[C:5]2[CH:10]=[CH:9][S:8][C:6]=2[N:7]=1.[Li]CCCC.[C:22](=[O:24])=[O:23], predict the reaction product.